From a dataset of Full USPTO retrosynthesis dataset with 1.9M reactions from patents (1976-2016). Predict the reactants needed to synthesize the given product. Given the product [F:1][C:2]1[CH:3]=[CH:4][C:5]([O:39][CH3:40])=[C:6]([C:8]([CH3:37])([CH3:38])[CH2:9][C:10]([OH:36])([C:32]([F:34])([F:35])[F:33])[CH2:11][NH:12][C:13]2[CH:21]=[C:20]([CH3:22])[CH:19]=[C:18]3[C:14]=2[CH:15]=[N:16][N:17]3[C:23]2[CH:24]=[C:25]([CH:29]=[CH:30][CH:31]=2)[C:26]([NH:45][CH2:44][C:43]([NH:42][CH3:41])=[O:46])=[O:27])[CH:7]=1, predict the reactants needed to synthesize it. The reactants are: [F:1][C:2]1[CH:3]=[CH:4][C:5]([O:39][CH3:40])=[C:6]([C:8]([CH3:38])([CH3:37])[CH2:9][C:10]([OH:36])([C:32]([F:35])([F:34])[F:33])[CH2:11][NH:12][C:13]2[CH:21]=[C:20]([CH3:22])[CH:19]=[C:18]3[C:14]=2[CH:15]=[N:16][N:17]3[C:23]2[CH:24]=[C:25]([CH:29]=[CH:30][CH:31]=2)[C:26](O)=[O:27])[CH:7]=1.[CH3:41][NH:42][C:43](=[O:46])[CH2:44][NH2:45].